This data is from Peptide-MHC class II binding affinity with 134,281 pairs from IEDB. The task is: Regression. Given a peptide amino acid sequence and an MHC pseudo amino acid sequence, predict their binding affinity value. This is MHC class II binding data. (1) The peptide sequence is AAATAGTTVYLAFAA. The MHC is HLA-DQA10501-DQB10301 with pseudo-sequence HLA-DQA10501-DQB10301. The binding affinity (normalized) is 0.627. (2) The MHC is DRB1_0701 with pseudo-sequence DRB1_0701. The binding affinity (normalized) is 0.374. The peptide sequence is VSSDQSALSEFIKFA. (3) The MHC is DRB1_1501 with pseudo-sequence DRB1_1501. The peptide sequence is SRVLNYDFNKLTALA. The binding affinity (normalized) is 0.383.